From a dataset of Forward reaction prediction with 1.9M reactions from USPTO patents (1976-2016). Predict the product of the given reaction. (1) Given the reactants [I:1][C:2]1[C:10]2[C:5](=[CH:6][CH:7]=[C:8]([NH2:11])[CH:9]=2)[NH:4][N:3]=1.[N:12]1([CH:17]([C:21]2[CH:25]=[CH:24][S:23][CH:22]=2)[C:18](O)=[O:19])[CH2:16][CH2:15][CH2:14][CH2:13]1.O, predict the reaction product. The product is: [I:1][C:2]1[C:10]2[C:5](=[CH:6][CH:7]=[C:8]([NH:11][C:18](=[O:19])[CH:17]([N:12]3[CH2:16][CH2:15][CH2:14][CH2:13]3)[C:21]3[CH:25]=[CH:24][S:23][CH:22]=3)[CH:9]=2)[NH:4][N:3]=1. (2) Given the reactants Br[C:2]1[CH:10]=[C:9]2[C:5]([CH2:6][N:7]([C:12]([CH3:18])([CH3:17])[C:13]([O:15][CH3:16])=[O:14])[C:8]2=[O:11])=[CH:4][CH:3]=1.[N+:19]([C:22]1[CH:27]=[CH:26][C:25](B(O)O)=[CH:24][CH:23]=1)([O-:21])=[O:20].C(Cl)Cl.C([O-])([O-])=O.[Na+].[Na+], predict the reaction product. The product is: [CH3:17][C:12]([N:7]1[CH2:6][C:5]2[C:9](=[CH:10][C:2]([C:25]3[CH:26]=[CH:27][C:22]([N+:19]([O-:21])=[O:20])=[CH:23][CH:24]=3)=[CH:3][CH:4]=2)[C:8]1=[O:11])([CH3:18])[C:13]([O:15][CH3:16])=[O:14]. (3) Given the reactants [CH2:1]([N:8]1[C:13](=[O:14])[CH:12]=[C:11]2[S:15][C:16]([CH:18]([OH:27])[CH2:19][CH2:20][C:21]3[CH:26]=[CH:25][CH:24]=[CH:23][CH:22]=3)=[CH:17][N:10]2[C:9]1=[O:28])[C:2]1[CH:7]=[CH:6][CH:5]=[CH:4][CH:3]=1, predict the reaction product. The product is: [CH2:1]([N:8]1[C:13](=[O:14])[CH:12]=[C:11]2[S:15][C:16]([C:18](=[O:27])[CH2:19][CH2:20][C:21]3[CH:22]=[CH:23][CH:24]=[CH:25][CH:26]=3)=[CH:17][N:10]2[C:9]1=[O:28])[C:2]1[CH:7]=[CH:6][CH:5]=[CH:4][CH:3]=1. (4) Given the reactants [Br:1][C:2]1[CH:3]=[C:4]([N+:16]([O-])=O)[C:5]([C:8]2[CH:13]=[CH:12][CH:11]=[C:10]([O:14][CH3:15])[CH:9]=2)=[N:6][CH:7]=1.O.O.[Sn](Cl)Cl, predict the reaction product. The product is: [Br:1][C:2]1[CH:3]=[C:4]([NH2:16])[C:5]([C:8]2[CH:13]=[CH:12][CH:11]=[C:10]([O:14][CH3:15])[CH:9]=2)=[N:6][CH:7]=1. (5) The product is: [Cl:12][C:11]1[N:10]=[C:17]([Cl:18])[N:16]=[C:14]([NH:2][N:3]2[CH2:9][C:7](=[O:8])[NH:6][C:4]2=[O:5])[N:13]=1. Given the reactants Cl.[NH2:2][N:3]1[CH2:9][C:7](=[O:8])[NH:6][C:4]1=[O:5].[N:10]1[C:17]([Cl:18])=[N:16][C:14](Cl)=[N:13][C:11]=1[Cl:12].C(=O)(O)[O-].[Na+], predict the reaction product. (6) Given the reactants Br[C:2]1[CH:7]=[CH:6][C:5]([O:8][CH3:9])=[C:4]([N+:10]([O-])=O)[CH:3]=1.[N:13]1([CH:19]2[CH2:24][CH2:23][NH:22][CH2:21][CH2:20]2)[CH2:18][CH2:17][CH2:16][CH2:15][CH2:14]1.C(=O)([O-])[O-].[Cs+].[Cs+].C(P(C1C=CC=CC=1C1C=CC=CC=1)C(C)(C)C)(C)(C)C, predict the reaction product. The product is: [N:13]1([CH:19]2[CH2:24][CH2:23][N:22]([C:2]3[CH:7]=[CH:6][C:5]([O:8][CH3:9])=[C:4]([CH:3]=3)[NH2:10])[CH2:21][CH2:20]2)[CH2:18][CH2:17][CH2:16][CH2:15][CH2:14]1. (7) The product is: [CH3:1][CH2:2][N:3]([CH2:6][CH2:7][NH:8][C:9]([C:11]1[C:15]([CH3:16])=[C:14](/[CH:17]=[C:18]2/[C:19]3[CH:24]=[C:23]([F:25])[CH:22]=[CH:21][C:20]=3[NH:26][C:27]/2=[O:28])[NH:13][C:12]=1[CH3:29])=[O:10])[CH2:4][CH3:5].[C:30]([O-:42])(=[O:41])[CH2:31][C:32]([CH2:37][C:38]([O-:40])=[O:39])([C:34]([O-:36])=[O:35])[OH:33]. Given the reactants [CH3:1][CH2:2][N:3]([CH2:6][CH2:7][NH:8][C:9]([C:11]1[C:15]([CH3:16])=[C:14](/[CH:17]=[C:18]2/[C:19]3[CH:24]=[C:23]([F:25])[CH:22]=[CH:21][C:20]=3[NH:26][C:27]/2=[O:28])[NH:13][C:12]=1[CH3:29])=[O:10])[CH2:4][CH3:5].[C:30]([OH:42])(=[O:41])[CH2:31][C:32]([CH2:37][C:38]([OH:40])=[O:39])([C:34]([OH:36])=[O:35])[OH:33], predict the reaction product. (8) Given the reactants [CH2:1]([O:8][C:9]1[CH:14]=[C:13]([CH3:15])[N:12]([C:16]2[C:21]([F:22])=[CH:20][CH:19]=[CH:18][C:17]=2[F:23])[C:11](=[O:24])[CH:10]=1)[C:2]1[CH:7]=[CH:6][CH:5]=[CH:4][CH:3]=1.[Br:25]N1C(=O)CCC1=O, predict the reaction product. The product is: [CH2:1]([O:8][C:9]1[CH:14]=[C:13]([CH3:15])[N:12]([C:16]2[C:17]([F:23])=[CH:18][CH:19]=[CH:20][C:21]=2[F:22])[C:11](=[O:24])[C:10]=1[Br:25])[C:2]1[CH:7]=[CH:6][CH:5]=[CH:4][CH:3]=1.